This data is from Reaction yield outcomes from USPTO patents with 853,638 reactions. The task is: Predict the reaction yield, written as a fraction of the theoretical maximum amount of product (1.0 means a 100% yield; for example, 0.34 means a 34% yield). (1) The reactants are [F:1][C:2]([F:7])([F:6])[C:3]([OH:5])=[O:4].[CH2:8]([S:10]([N:13]1[CH2:18][CH2:17][CH:16]([C:19]2[C:27]3[C:22](=[C:23]([C:40]([NH2:42])=[O:41])[CH:24]=[C:25]([C:28]4[CH:32]=[C:31]([CH2:33][N:34]([C@@H:36]([CH3:39])CO)[CH3:35])[S:30][CH:29]=4)[CH:26]=3)[NH:21][CH:20]=2)[CH2:15][CH2:14]1)(=[O:12])=[O:11])[CH3:9].[NH2:43][C@H](C)CO. No catalyst specified. The product is [F:1][C:2]([F:7])([F:6])[C:3]([OH:5])=[O:4].[C:3]([NH:43][CH2:39][CH2:36][N:34]([CH2:33][C:31]1[S:30][CH:29]=[C:28]([C:25]2[CH:26]=[C:27]3[C:22](=[C:23]([C:40]([NH2:42])=[O:41])[CH:24]=2)[NH:21][CH:20]=[C:19]3[CH:16]2[CH2:17][CH2:18][N:13]([S:10]([CH2:8][CH3:9])(=[O:11])=[O:12])[CH2:14][CH2:15]2)[CH:32]=1)[CH3:35])(=[O:5])[CH3:2]. The yield is 0.308. (2) The reactants are [F:1][C:2]1[CH:7]=[CH:6][C:5]([C:8]2[C:12]([CH2:13][O:14][C:15]3[CH:16]=[C:17]([C:21]([OH:23])=O)[N:18]([CH3:20])[N:19]=3)=[C:11]([CH2:24][OH:25])[O:10][N:9]=2)=[CH:4][CH:3]=1.C([O-])(=O)C([O-])=O.[CH2:32]1[C:35]2([CH2:38][NH2+:37][CH2:36]2)[CH2:34][O:33]1.[CH2:32]1[C:35]2([CH2:38][NH2+:37][CH2:36]2)[CH2:34][O:33]1. No catalyst specified. The product is [F:1][C:2]1[CH:7]=[CH:6][C:5]([C:8]2[C:12]([CH2:13][O:14][C:15]3[CH:16]=[C:17]([C:21]([N:37]4[CH2:38][C:35]5([CH2:32][O:33][CH2:34]5)[CH2:36]4)=[O:23])[N:18]([CH3:20])[N:19]=3)=[C:11]([CH2:24][OH:25])[O:10][N:9]=2)=[CH:4][CH:3]=1. The yield is 0.280. (3) The reactants are [CH3:1][N:2]([CH2:4][C:5]1[CH:23]=[CH:22][C:8](/[CH:9]=[N:10]/[C:11]2[CH:19]=[C:18]([F:20])[CH:17]=[C:16]3[C:12]=2[CH2:13][O:14][C:15]3=[O:21])=[CH:7][CH:6]=1)[CH3:3].[CH3:24][N:25]1[C:29]([CH:30]=O)=[N:28][CH:27]=[N:26]1.[CH3:32][CH2:33][O-:34].[Na+]. The catalyst is C(OCC)(=O)CC. The product is [CH3:1][N:2]([CH2:4][C:5]1[CH:23]=[CH:22][C:8]([CH:9]2[CH:30]([C:29]3[N:25]([CH3:24])[N:26]=[CH:27][N:28]=3)[C:33](=[O:34])[C:32]3[C:16]([C:15]([O:14][CH2:13][CH3:12])=[O:21])=[CH:17][C:18]([F:20])=[CH:19][C:11]=3[NH:10]2)=[CH:7][CH:6]=1)[CH3:3]. The yield is 0.0470. (4) The reactants are [C:1]([C:4]1[N:9]=[C:8]([C:10]2[CH:15]=[CH:14][C:13]([O:16][C:17]3[CH:22]=[CH:21][C:20]([F:23])=[CH:19][CH:18]=3)=[CH:12][CH:11]=2)[N:7]=[C:6]([N:24]2[CH2:28][CH2:27][CH2:26][C@H:25]2[C:29]([O:31]C)=[O:30])[CH:5]=1)(=[O:3])[NH2:2].[OH:33][Li].O. The catalyst is C1COCC1.O. The product is [C:29]([C@@H:25]1[CH2:26][CH2:27][CH2:28][N:24]1[C:6]1[N:7]=[C:8]([C:10]2[CH:11]=[CH:12][C:13]([O:16][C:17]3[CH:22]=[CH:21][C:20]([F:23])=[CH:19][CH:18]=3)=[CH:14][CH:15]=2)[N:9]=[C:4]([C:1]([OH:33])=[O:3])[CH:5]=1)([OH:31])=[O:30].[C:1]([C:4]1[N:9]=[C:8]([C:10]2[CH:11]=[CH:12][C:13]([O:16][C:17]3[CH:18]=[CH:19][C:20]([F:23])=[CH:21][CH:22]=3)=[CH:14][CH:15]=2)[N:7]=[C:6]([N:24]2[CH2:28][CH2:27][CH2:26][C@H:25]2[C:29]([OH:31])=[O:30])[CH:5]=1)(=[O:3])[NH2:2]. The yield is 0.400. (5) The reactants are Cl[C:2]1[N:3]=[N:4][C:5]([CH3:14])=[CH:6][C:7]=1[C:8]1[CH:13]=[CH:12][CH:11]=[CH:10][CH:9]=1.[N:15]1[CH:20]=[CH:19][CH:18]=[N:17][C:16]=1[N:21]1[CH2:26][CH2:25][NH:24][CH2:23][CH2:22]1. No catalyst specified. The product is [CH3:14][C:5]1[N:4]=[N:3][C:2]([N:24]2[CH2:25][CH2:26][N:21]([C:16]3[N:15]=[CH:20][CH:19]=[CH:18][N:17]=3)[CH2:22][CH2:23]2)=[C:7]([C:8]2[CH:13]=[CH:12][CH:11]=[CH:10][CH:9]=2)[CH:6]=1. The yield is 0.417.